Task: Predict the reaction yield, written as a fraction of the theoretical maximum amount of product (1.0 means a 100% yield; for example, 0.34 means a 34% yield).. Dataset: Reaction yield outcomes from USPTO patents with 853,638 reactions (1) The reactants are CON(C)[C:4](=[O:19])[C:5]1[CH:10]=[C:9]([C:11]#[C:12][C:13]2[CH:18]=[CH:17][CH:16]=[CH:15][CH:14]=2)[CH:8]=[N:7][CH:6]=1.[H-].C([Al+]CC(C)C)C(C)C.CO.[C@H](O)(C([O-])=O)[C@@H](O)C([O-])=O.[Na+].[K+]. The catalyst is C1(C)C=CC=CC=1. The product is [C:13]1([C:12]#[C:11][C:9]2[CH:10]=[C:5]([CH:4]=[O:19])[CH:6]=[N:7][CH:8]=2)[CH:18]=[CH:17][CH:16]=[CH:15][CH:14]=1. The yield is 0.770. (2) The reactants are [NH2:1][C@@H:2]([CH2:7][CH2:8][N:9]=[N+:10]=[N-:11])[C:3]([O:5][CH3:6])=[O:4].[C:12]([O:16][C:17](=[O:35])[CH2:18][CH2:19][CH2:20][CH2:21][CH2:22][CH2:23][CH2:24][CH2:25][CH2:26][CH2:27][CH2:28][CH2:29][CH2:30][CH2:31][C:32](O)=[O:33])([CH3:15])([CH3:14])[CH3:13].CCN(C(C)C)C(C)C.CN(C(ON1N=NC2C=CC=CC1=2)=[N+](C)C)C.F[P-](F)(F)(F)(F)F. The catalyst is C1COCC1. The product is [N:9]([CH2:8][CH2:7][C@H:2]([NH:1][C:32](=[O:33])[CH2:31][CH2:30][CH2:29][CH2:28][CH2:27][CH2:26][CH2:25][CH2:24][CH2:23][CH2:22][CH2:21][CH2:20][CH2:19][CH2:18][C:17]([O:16][C:12]([CH3:14])([CH3:13])[CH3:15])=[O:35])[C:3]([O:5][CH3:6])=[O:4])=[N+:10]=[N-:11]. The yield is 0.990. (3) The reactants are [O:1]=[C:2]1[CH2:7][CH2:6][CH:5]([C:8]([OH:10])=O)[CH2:4][CH2:3]1.[CH3:11][CH:12]([N:14]1[CH2:19][CH2:18][NH:17][CH2:16][CH2:15]1)[CH3:13].CN(C(ON1N=NC2C=CC=CC1=2)=[N+](C)C)C.[B-](F)(F)(F)F.CCN(C(C)C)C(C)C. The catalyst is CN(C=O)C. The product is [CH:12]([N:14]1[CH2:19][CH2:18][N:17]([C:8]([CH:5]2[CH2:4][CH2:3][C:2](=[O:1])[CH2:7][CH2:6]2)=[O:10])[CH2:16][CH2:15]1)([CH3:13])[CH3:11]. The yield is 0.530. (4) The reactants are C([O:4][C@H:5]1[C@@H:10]([O:11]C(=O)C)[C@H:9]([O:15]C(=O)C)[C@@H:8]([CH2:19][O:20]C(=O)C)[O:7][C@@H:6]1[O:24][C:25]1[C:30]([Cl:31])=[CH:29][C:28]([C:32]2[CH:37]=[CH:36][C:35]([C:38]([O:40][CH3:41])=[O:39])=[CH:34][CH:33]=2)=[CH:27][C:26]=1[Cl:42])(=O)C. The catalyst is CO.C[O-].[Na+]. The product is [Cl:42][C:26]1[CH:27]=[C:28]([C:32]2[CH:33]=[CH:34][C:35]([C:38]([O:40][CH3:41])=[O:39])=[CH:36][CH:37]=2)[CH:29]=[C:30]([Cl:31])[C:25]=1[O:24][C@H:6]1[O:7][C@H:8]([CH2:19][OH:20])[C@@H:9]([OH:15])[C@H:10]([OH:11])[C@@H:5]1[OH:4]. The yield is 0.700. (5) The yield is 0.290. The reactants are [NH:1]1[CH:5]=[CH:4][N:3]=[CH:2]1.[H-].[Na+].[C:8]([O:12][C:13]([NH:15][CH2:16][CH2:17]OS(C1C=CC(C)=CC=1)(=O)=O)=[O:14])([CH3:11])([CH3:10])[CH3:9]. The catalyst is CN(C=O)C. The product is [C:8]([O:12][C:13](=[O:14])[NH:15][CH2:16][CH2:17][N:1]1[CH:5]=[CH:4][N:3]=[CH:2]1)([CH3:11])([CH3:10])[CH3:9]. (6) The reactants are [F:1][C:2]1[C:23]([F:24])=[CH:22][C:5]2[N:6]([CH:10]3[CH2:15][CH2:14][N:13]([C:16]4([CH3:21])[CH2:20][CH2:19][NH:18][CH2:17]4)[CH2:12][CH2:11]3)[C:7](=[O:9])[NH:8][C:4]=2[CH:3]=1.[C:25](Cl)(=[O:28])[O:26][CH3:27]. No catalyst specified. The product is [F:1][C:2]1[C:23]([F:24])=[CH:22][C:5]2[N:6]([CH:10]3[CH2:11][CH2:12][N:13]([C:16]4([CH3:21])[CH2:20][CH2:19][N:18]([C:25]([O:26][CH3:27])=[O:28])[CH2:17]4)[CH2:14][CH2:15]3)[C:7](=[O:9])[NH:8][C:4]=2[CH:3]=1. The yield is 0.840.